From a dataset of Forward reaction prediction with 1.9M reactions from USPTO patents (1976-2016). Predict the product of the given reaction. (1) The product is: [CH2:65]([O:67][C:68](=[O:100])[C:69]([CH3:99])([O:92][C:93]1[CH:94]=[CH:95][CH:96]=[C:97]([C:38]2[CH:39]=[CH:40][S:36][CH:37]=2)[CH:98]=1)[CH2:70][C:71]1[CH:72]=[CH:73][C:74]([O:77][CH2:78][CH2:79][C:80]2[N:81]=[C:82]([CH:86]3[CH2:91][CH2:90][CH2:89][CH2:88][CH2:87]3)[O:83][C:84]=2[CH3:85])=[CH:75][CH:76]=1)[CH3:66]. Given the reactants BrC1C=C(C=CC=1)OC(C)(CC1C=CC(OCCC2N=C(C3CCCCC3)OC=2C)=CC=1)C(O)=O.[S:36]1[CH:40]=[CH:39][C:38](B(O)O)=[CH:37]1.C1(P(C2C=CC=CC=2)C2C=CC=CC=2)C=CC=CC=1.[F-].[K+].[CH2:65]([O:67][C:68](=[O:100])[C:69]([CH3:99])([O:92][C:93]1[CH:98]=[CH:97][CH:96]=[CH:95][CH:94]=1)[CH2:70][C:71]1[CH:76]=[CH:75][C:74]([O:77][CH2:78][CH2:79][C:80]2[N:81]=[C:82]([CH:86]3[CH2:91][CH2:90][CH2:89][CH2:88][CH2:87]3)[O:83][C:84]=2[CH3:85])=[CH:73][CH:72]=1)[CH3:66], predict the reaction product. (2) Given the reactants [CH2:1]([O:3][CH:4]([O:7][CH2:8][CH3:9])[C:5]#[CH:6])[CH3:2].I[C:11]1[S:12][CH:13]=[CH:14][CH:15]=1, predict the reaction product. The product is: [CH2:1]([O:3][CH:4]([O:7][CH2:8][CH3:9])[C:5]#[C:6][C:11]1[S:12][CH:13]=[CH:14][CH:15]=1)[CH3:2]. (3) The product is: [NH:8]1[CH2:13][CH2:12][CH:11]([C:14]([C:15]2[CH:20]=[CH:19][CH:18]=[CH:17][C:16]=2[O:21][C:22]([F:23])([F:24])[F:25])=[O:26])[CH2:10][CH2:9]1. Given the reactants C(OC([N:8]1[CH2:13][CH2:12][CH:11]([C:14](=[O:26])[C:15]2[CH:20]=[CH:19][CH:18]=[CH:17][C:16]=2[O:21][C:22]([F:25])([F:24])[F:23])[CH2:10][CH2:9]1)=O)(C)(C)C.Cl, predict the reaction product. (4) Given the reactants [CH3:1][O:2][C:3]1[CH:4]=[C:5]([CH:20]=[CH:21][C:22]=1[O:23][CH3:24])[C:6]([N:8]1[C:17]2[C:12](=[CH:13][CH:14]=[CH:15][CH:16]=2)[C@H:11](O)[CH2:10][C@@H:9]1[CH3:19])=[O:7].[O:25]1[C:30]2[CH:31]=[CH:32][CH:33]=[CH:34][C:29]=2[NH:28][CH2:27][CH2:26]1, predict the reaction product. The product is: [O:25]1[C:30]2[CH:31]=[CH:32][CH:33]=[CH:34][C:29]=2[N:28]([CH:11]2[C:12]3[C:17](=[CH:16][CH:15]=[CH:14][CH:13]=3)[N:8]([C:6](=[O:7])[C:5]3[CH:20]=[CH:21][C:22]([O:23][CH3:24])=[C:3]([O:2][CH3:1])[CH:4]=3)[CH:9]([CH3:19])[CH2:10]2)[CH2:27][CH2:26]1. (5) The product is: [OH:7][C@H:5]([CH3:6])[C@H:4]([O:8][C:10]1[N:20]=[CH:19][CH:18]=[C:17]([CH:21]=[CH2:22])[C:11]=1[C:12]([O:14][CH2:15][CH3:16])=[O:13])[CH3:3]. Given the reactants [H-].[Na+].[CH3:3][C@@H:4]([OH:8])[C@H:5]([OH:7])[CH3:6].F[C:10]1[N:20]=[CH:19][CH:18]=[C:17]([CH:21]=[CH2:22])[C:11]=1[C:12]([O:14][CH2:15][CH3:16])=[O:13], predict the reaction product. (6) Given the reactants [N:1]([C@@H:4]([C@@H:42]([C:49]1[CH:54]=[CH:53][C:52]([F:55])=[CH:51][CH:50]=1)[CH:43]1[CH2:48][CH2:47][O:46][CH2:45][CH2:44]1)[C:5]([NH:7][C:8]1[CH:40]=[CH:39][CH:38]=[C:37]([F:41])[C:9]=1[CH2:10][CH2:11][C@@H:12]1[N:20]([S:21]([C:24]2[CH:29]=[CH:28][CH:27]=[CH:26][CH:25]=2)(=[O:23])=[O:22])[CH2:19][C:16]2([CH2:18][CH2:17]2)[CH2:15][N:14]([C:30]([O:32][C:33]([CH3:36])([CH3:35])[CH3:34])=[O:31])[CH2:13]1)=[O:6])=[N+]=[N-].CP(C)C, predict the reaction product. The product is: [NH2:1][C@@H:4]([C@@H:42]([C:49]1[CH:54]=[CH:53][C:52]([F:55])=[CH:51][CH:50]=1)[CH:43]1[CH2:48][CH2:47][O:46][CH2:45][CH2:44]1)[C:5]([NH:7][C:8]1[CH:40]=[CH:39][CH:38]=[C:37]([F:41])[C:9]=1[CH2:10][CH2:11][C@@H:12]1[N:20]([S:21]([C:24]2[CH:25]=[CH:26][CH:27]=[CH:28][CH:29]=2)(=[O:23])=[O:22])[CH2:19][C:16]2([CH2:17][CH2:18]2)[CH2:15][N:14]([C:30]([O:32][C:33]([CH3:36])([CH3:34])[CH3:35])=[O:31])[CH2:13]1)=[O:6].